From a dataset of Peptide-MHC class I binding affinity with 185,985 pairs from IEDB/IMGT. Regression. Given a peptide amino acid sequence and an MHC pseudo amino acid sequence, predict their binding affinity value. This is MHC class I binding data. The peptide sequence is RVFNNYMPY. The MHC is HLA-A69:01 with pseudo-sequence HLA-A69:01. The binding affinity (normalized) is 0.0847.